Dataset: Full USPTO retrosynthesis dataset with 1.9M reactions from patents (1976-2016). Task: Predict the reactants needed to synthesize the given product. (1) Given the product [C:26]([O:25][C:23]([N:21]1[CH:22]=[C:18]([C:9]2[N:8]([C:6]([O:5][C:1]([CH3:4])([CH3:3])[CH3:2])=[O:7])[C:16]3[CH:15]=[C:14]([NH:35][C:34]4[CH:36]=[CH:37][C:31]([CH3:30])=[CH:32][CH:33]=4)[N:13]=[CH:12][C:11]=3[CH:10]=2)[CH:19]=[N:20]1)=[O:24])([CH3:29])([CH3:28])[CH3:27], predict the reactants needed to synthesize it. The reactants are: [C:1]([O:5][C:6]([N:8]1[C:16]2[CH:15]=[C:14](Cl)[N:13]=[CH:12][C:11]=2[CH:10]=[C:9]1[C:18]1[CH:19]=[N:20][N:21]([C:23]([O:25][C:26]([CH3:29])([CH3:28])[CH3:27])=[O:24])[CH:22]=1)=[O:7])([CH3:4])([CH3:3])[CH3:2].[CH3:30][C:31]1[CH:37]=[CH:36][C:34]([NH2:35])=[CH:33][CH:32]=1.P([O-])([O-])([O-])=O.[K+].[K+].[K+].CC1(C)C2C(=C(P(C3C=CC=CC=3)C3C=CC=CC=3)C=CC=2)OC2C(P(C3C=CC=CC=3)C3C=CC=CC=3)=CC=CC1=2. (2) Given the product [C:1]([O:5][C:6]([N:8]1[CH2:9][CH:10]2[O:16][CH:14]([CH2:13][N:12]([CH2:30][CH2:29][N:28]([CH2:27][CH2:26][CH2:25][C:22]3[CH:23]=[CH:24][C:19]([C:17]#[N:18])=[CH:20][CH:21]=3)[S:36]([CH3:39])(=[O:38])=[O:37])[CH2:11]2)[CH2:15]1)=[O:7])([CH3:4])([CH3:2])[CH3:3], predict the reactants needed to synthesize it. The reactants are: [C:1]([O:5][C:6]([N:8]1[CH2:15][CH:14]2[O:16][CH:10]([CH2:11][NH:12][CH2:13]2)[CH2:9]1)=[O:7])([CH3:4])([CH3:3])[CH3:2].[C:17]([C:19]1[CH:24]=[CH:23][C:22]([CH2:25][CH2:26][CH2:27][N:28]([S:36]([CH3:39])(=[O:38])=[O:37])[CH2:29][CH2:30]OS(C)(=O)=O)=[CH:21][CH:20]=1)#[N:18].C([O-])([O-])=O.[K+].[K+]. (3) Given the product [OH:17][C:6]1[C:7]2[C:8](=[N:9][CH:10]=[CH:11][N:12]=2)[N:13]([CH3:16])[C:14](=[O:15])[C:5]=1[C:3]1[O:4][N:27]=[C:25]([CH3:26])[N:24]=1, predict the reactants needed to synthesize it. The reactants are: CO[C:3]([C:5]1[C:14](=[O:15])[N:13]([CH3:16])[C:8]2=[N:9][CH:10]=[CH:11][N:12]=[C:7]2[C:6]=1[O:17]C(=O)C(C)C)=[O:4].O[NH:24][C:25](=[NH:27])[CH3:26]. (4) Given the product [F:1][C:2]1[CH:7]=[C:6]([I:8])[CH:5]=[CH:4][C:3]=1[NH:9][C:10]1[CH:18]=[N:17][CH:16]=[CH:15][C:11]=1[C:12]([NH:23][CH2:22][CH2:21][OH:20])=[O:14], predict the reactants needed to synthesize it. The reactants are: [F:1][C:2]1[CH:7]=[C:6]([I:8])[CH:5]=[CH:4][C:3]=1[NH:9][C:10]1[CH:18]=[N:17][CH:16]=[CH:15][C:11]=1[C:12]([OH:14])=O.C[O:20][CH2:21][CH2:22][NH2:23].